Dataset: Forward reaction prediction with 1.9M reactions from USPTO patents (1976-2016). Task: Predict the product of the given reaction. (1) Given the reactants Cl.[NH2:2][C@:3]1([C:13]([O:15][CH3:16])=[O:14])[CH2:5][C@@H:4]1[C:6]1[CH:11]=[CH:10][C:9](Br)=[CH:8][CH:7]=1.[H][H], predict the reaction product. The product is: [NH2:2][C@:3]1([C:13]([O:15][CH3:16])=[O:14])[CH2:5][C@@H:4]1[C:6]1[CH:11]=[CH:10][CH:9]=[CH:8][CH:7]=1. (2) Given the reactants [CH3:1][O:2][C:3]1[CH:10]=[CH:9][C:6]([CH:7]=O)=[CH:5][CH:4]=1.N[CH:12]([OH:14])[CH3:13].C(O)(=O)C.C([BH3-])#[N:20].[Na+].C([O-])(O)=O.[Na+], predict the reaction product. The product is: [CH3:1][O:2][C:3]1[CH:10]=[CH:9][C:6]([CH2:7][NH:20][CH2:13][CH2:12][OH:14])=[CH:5][CH:4]=1. (3) Given the reactants [CH2:1]([O:3][C:4](=[O:35])[C@@H:5]([NH:7][P:8]([O:21][C:22]1[CH:27]=[CH:26][CH:25]=[CH:24][C:23]=1[CH2:28][CH2:29][C:30]([O:32][CH2:33][CH3:34])=[O:31])([O:10][C:11]1[CH:16]=[CH:15][C:14]([S:17]([CH3:20])(=O)=O)=[CH:13][CH:12]=1)=[O:9])[CH3:6])[CH3:2].CSC1C=CC(O)=CC=1.CCN(C(C)C)C(C)C, predict the reaction product. The product is: [CH2:1]([O:3][C:4](=[O:35])[C@@H:5]([NH:7][P:8]([O:21][C:22]1[CH:27]=[CH:26][CH:25]=[CH:24][C:23]=1[CH2:28][CH2:29][C:30]([O:32][CH2:33][CH3:34])=[O:31])([O:10][C:11]1[CH:12]=[CH:13][C:14]([S:17][CH3:20])=[CH:15][CH:16]=1)=[O:9])[CH3:6])[CH3:2].